Dataset: Reaction yield outcomes from USPTO patents with 853,638 reactions. Task: Predict the reaction yield, written as a fraction of the theoretical maximum amount of product (1.0 means a 100% yield; for example, 0.34 means a 34% yield). (1) The reactants are [C:1]([Br:6])(=O)[C:2](Br)=[O:3].[BrH:7].[CH3:8][NH:9][CH:10]([CH3:13])[C:11]#[N:12]. The catalyst is C(Cl)Cl.CN(C)C=O. The product is [Br:6][C:1]1[C:2](=[O:3])[N:9]([CH3:8])[C:10]([CH3:13])=[C:11]([Br:7])[N:12]=1. The yield is 0.690. (2) The reactants are [F:1][C:2]1[CH:7]=[C:6](I)[CH:5]=[CH:4][C:3]=1[CH2:9][C:10]([O:12][CH3:13])=[O:11].C(=O)([O-])[O-].[K+].[K+].[OH:20][C:21]1[CH:26]=[CH:25][CH:24]=[CH:23][N:22]=1. The catalyst is CS(C)=O.[Cu]I. The product is [F:1][C:2]1[CH:7]=[C:6]([N:22]2[CH:23]=[CH:24][CH:25]=[CH:26][C:21]2=[O:20])[CH:5]=[CH:4][C:3]=1[CH2:9][C:10]([O:12][CH3:13])=[O:11]. The yield is 0.390. (3) The reactants are [CH3:1][N:2]([CH2:4][C:5]1[CH:11]=[CH:10][C:8]([NH2:9])=[CH:7][C:6]=1[C:12]([F:15])([F:14])[F:13])[CH3:3].Cl.[Br:17][C:18]1[CH:23]=[CH:22][C:21]([CH2:24][C:25](O)=[O:26])=[C:20]([F:28])[CH:19]=1.CCN(CC)CC.C(Cl)CCl.C1C=CC2N(O)N=NC=2C=1. The catalyst is C(Cl)Cl. The product is [Br:17][C:18]1[CH:23]=[CH:22][C:21]([CH2:24][C:25]([NH:9][C:8]2[CH:10]=[CH:11][C:5]([CH2:4][N:2]([CH3:1])[CH3:3])=[C:6]([C:12]([F:14])([F:13])[F:15])[CH:7]=2)=[O:26])=[C:20]([F:28])[CH:19]=1. The yield is 0.665. (4) The product is [Br:1][C:2]1[CH:7]=[CH:6][C:5]([C:8]([F:11])([F:10])[F:9])=[CH:4][C:3]=1[C:25]1[CH2:24][N:23]([C:26]([O:28][C:29]([CH3:32])([CH3:31])[CH3:30])=[O:27])[CH2:22][CH:21]=1. The catalyst is O1CCOCC1.C1C=CC(P(C2C=CC=CC=2)[C-]2C=CC=C2)=CC=1.C1C=CC(P(C2C=CC=CC=2)[C-]2C=CC=C2)=CC=1.Cl[Pd]Cl.[Fe+2].C(Cl)Cl. The yield is 0.620. The reactants are [Br:1][C:2]1[CH:7]=[CH:6][C:5]([C:8]([F:11])([F:10])[F:9])=[CH:4][C:3]=1I.CC1(C)C(C)(C)OB([C:21]2[CH2:22][N:23]([C:26]([O:28][C:29]([CH3:32])([CH3:31])[CH3:30])=[O:27])[CH2:24][CH:25]=2)O1.C(=O)([O-])[O-].[K+].[K+].